This data is from Peptide-MHC class I binding affinity with 185,985 pairs from IEDB/IMGT. The task is: Regression. Given a peptide amino acid sequence and an MHC pseudo amino acid sequence, predict their binding affinity value. This is MHC class I binding data. The peptide sequence is FHHRIRCKL. The MHC is HLA-B15:01 with pseudo-sequence HLA-B15:01. The binding affinity (normalized) is 0.0847.